From a dataset of Forward reaction prediction with 1.9M reactions from USPTO patents (1976-2016). Predict the product of the given reaction. (1) Given the reactants [CH3:1][O:2][C:3](=[O:11])[C:4]1[CH:9]=[CH:8][C:7]([NH2:10])=[CH:6][CH:5]=1.N1C=CC=CC=1.[CH3:18][S:19]([C:22]1[CH:27]=[CH:26][C:25]([S:28](Cl)(=[O:30])=[O:29])=[CH:24][CH:23]=1)(=[O:21])=[O:20], predict the reaction product. The product is: [CH3:1][O:2][C:3](=[O:11])[C:4]1[CH:9]=[CH:8][C:7]([NH:10][S:28]([C:25]2[CH:24]=[CH:23][C:22]([S:19]([CH3:18])(=[O:21])=[O:20])=[CH:27][CH:26]=2)(=[O:30])=[O:29])=[CH:6][CH:5]=1. (2) Given the reactants C(OC([N:8]1[C@H:13]([C:14](=[O:22])[NH:15][CH:16]2[CH2:21][CH2:20][CH2:19][CH2:18][CH2:17]2)[CH2:12][C@@H:11]2[C@H:9]1[CH2:10]2)=O)(C)(C)C.[C:23]([OH:29])([C:25]([F:28])([F:27])[F:26])=[O:24], predict the reaction product. The product is: [F:26][C:25]([F:28])([F:27])[C:23]([OH:29])=[O:24].[CH:16]1([NH:15][C:14]([C@@H:13]2[CH2:12][C@@H:11]3[C@@H:9]([CH2:10]3)[NH:8]2)=[O:22])[CH2:17][CH2:18][CH2:19][CH2:20][CH2:21]1. (3) Given the reactants [CH3:1][C:2]1[CH:22]=[C:21]([C:23]2[C:27]([CH3:28])=[C:26]([C:29]([NH2:31])=O)[N:25]([CH2:32][CH3:33])[N:24]=2)[CH:20]=[CH:19][C:3]=1[O:4][CH2:5][C:6]1[CH:11]=[CH:10][CH:9]=[CH:8][C:7]=1[N:12]1[C:16](=[O:17])[N:15]([CH3:18])[N:14]=[N:13]1.CC1C=C(C2C(C)=C(C(N)=O)N(C)N=2)C=CC=1OCC1C=CC=CC=1N1C(=O)N(C)N=N1, predict the reaction product. The product is: [CH3:1][C:2]1[CH:22]=[C:21]([C:23]2[C:27]([CH3:28])=[C:26]([C:29]#[N:31])[N:25]([CH2:32][CH3:33])[N:24]=2)[CH:20]=[CH:19][C:3]=1[O:4][CH2:5][C:6]1[CH:11]=[CH:10][CH:9]=[CH:8][C:7]=1[N:12]1[C:16](=[O:17])[N:15]([CH3:18])[N:14]=[N:13]1. (4) The product is: [Br:9][CH:5]([S:2]([CH3:1])(=[O:4])=[O:3])[C:6](=[O:8])[CH3:7]. Given the reactants [CH3:1][S:2]([CH2:5][C:6](=[O:8])[CH3:7])(=[O:4])=[O:3].[Br:9]Br, predict the reaction product. (5) Given the reactants Cl[C:2]1[C:3]2[C:4](=[CH:13][N:14](CC3C=CC(OC)=CC=3)[N:15]=2)[N:5]=[C:6]([C:8]2[S:9][CH:10]=[CH:11][CH:12]=2)[N:7]=1.[NH2:25][C:26]1[CH:31]=[CH:30][C:29]([N:32]2[CH2:37][CH2:36][N:35]([C:38](=[O:40])[CH3:39])[CH2:34][CH2:33]2)=[CH:28][CH:27]=1.Cl, predict the reaction product. The product is: [S:9]1[CH:10]=[CH:11][CH:12]=[C:8]1[C:6]1[N:7]=[C:2]([NH:25][C:26]2[CH:27]=[CH:28][C:29]([N:32]3[CH2:33][CH2:34][N:35]([C:38](=[O:40])[CH3:39])[CH2:36][CH2:37]3)=[CH:30][CH:31]=2)[C:3]2[NH:15][N:14]=[CH:13][C:4]=2[N:5]=1. (6) Given the reactants C(O[C:4](=[O:20])[CH:5]([N:7]1[C:12]2[CH:13]=[C:14]([NH2:18])[C:15]([F:17])=[CH:16][C:11]=2[O:10][CH2:9][C:8]1=S)[CH3:6])C.O.[NH2:22][NH2:23], predict the reaction product. The product is: [NH2:18][C:14]1[CH:13]=[C:12]2[C:11](=[CH:16][C:15]=1[F:17])[O:10][CH2:9][C:8]1[N:7]2[CH:5]([CH3:6])[C:4](=[O:20])[NH:22][N:23]=1.